This data is from Forward reaction prediction with 1.9M reactions from USPTO patents (1976-2016). The task is: Predict the product of the given reaction. (1) Given the reactants [CH3:1][C:2]([O-:5])(C)[CH3:3].[Na+].P([C:16]([CH3:19])(C)C)(C(C)(C)C)C(C)(C)C.[N:20]1[CH:25]=[CH:24][CH:23]=[C:22]([CH2:26][NH:27][C:28]2[CH:33]=[CH:32][C:31](OC)=[C:30](OC3CCCC3)[CH:29]=2)[CH:21]=1.I[C:43]1[CH:48]=[CH:47][CH:46]=[CH:45][CH:44]=1.C[CH2:50][O:51]C(C)=O, predict the reaction product. The product is: [CH:2]1([O:5][C:22]2([CH2:26][N:27]([C:28]3[CH:29]=[CH:30][CH:31]=[CH:32][CH:33]=3)[C:43]3[CH:48]=[CH:47][CH:46]=[CH:45][CH:44]=3)[C:23]([O:51][CH3:50])=[CH:24][CH:25]=[N:20][CH2:21]2)[CH2:3][CH2:19][CH2:16][CH2:1]1. (2) Given the reactants Cl[C:2]1[N:7]=[C:6]([N:8]2[CH2:13][CH2:12][CH:11]([C:14]3[CH:19]=[CH:18][N:17]=[CH:16][CH:15]=3)[CH2:10][CH2:9]2)[CH:5]=[CH:4][N:3]=1.C([O-])([O-])=O.[Na+].[Na+].[CH:26]([NH:29][C:30](=[O:48])[CH2:31][O:32][C:33]1[CH:38]=[CH:37][CH:36]=[C:35](B2OC(C)(C)C(C)(C)O2)[CH:34]=1)([CH3:28])[CH3:27], predict the reaction product. The product is: [CH:26]([NH:29][C:30](=[O:48])[CH2:31][O:32][C:33]1[CH:34]=[CH:35][CH:36]=[C:37]([C:2]2[N:7]=[C:6]([N:8]3[CH2:13][CH2:12][CH:11]([C:14]4[CH:19]=[CH:18][N:17]=[CH:16][CH:15]=4)[CH2:10][CH2:9]3)[CH:5]=[CH:4][N:3]=2)[CH:38]=1)([CH3:28])[CH3:27].